Dataset: Peptide-MHC class I binding affinity with 185,985 pairs from IEDB/IMGT. Task: Regression. Given a peptide amino acid sequence and an MHC pseudo amino acid sequence, predict their binding affinity value. This is MHC class I binding data. (1) The peptide sequence is GTIKESLLK. The MHC is HLA-A03:01 with pseudo-sequence HLA-A03:01. The binding affinity (normalized) is 0.711. (2) The peptide sequence is FTMRLLSPV. The MHC is H-2-Db with pseudo-sequence H-2-Db. The binding affinity (normalized) is 0.772. (3) The peptide sequence is VRDPKTSEI. The MHC is HLA-A31:01 with pseudo-sequence HLA-A31:01. The binding affinity (normalized) is 0.0847. (4) The peptide sequence is TCLWPKTHTL. The MHC is HLA-B08:01 with pseudo-sequence HLA-B08:01. The binding affinity (normalized) is 0.734. (5) The peptide sequence is TLRFKTKAL. The MHC is HLA-A01:01 with pseudo-sequence HLA-A01:01. The binding affinity (normalized) is 0.213. (6) The peptide sequence is VYMGNLTTQQL. The MHC is H-2-Db with pseudo-sequence H-2-Db. The binding affinity (normalized) is 0.119. (7) The binding affinity (normalized) is 0. The peptide sequence is SDLPNNFS. The MHC is H-2-Kd with pseudo-sequence H-2-Kd. (8) The peptide sequence is LLFASMGFK. The MHC is HLA-B51:01 with pseudo-sequence HLA-B51:01. The binding affinity (normalized) is 0.